The task is: Predict the reaction yield, written as a fraction of the theoretical maximum amount of product (1.0 means a 100% yield; for example, 0.34 means a 34% yield).. This data is from Reaction yield outcomes from USPTO patents with 853,638 reactions. The reactants are [CH3:1][C:2]1[CH:10]=[C:9]2[C:5]([CH:6]=[CH:7][NH:8]2)=[CH:4][C:3]=1[O:11][C:12]1[CH:13]=[N:14][CH:15]=[N:16][CH:17]=1.[F:18][C:19]1[CH:24]=[CH:23][CH:22]=[CH:21][C:20]=1/[CH:25]=[CH:26]/[N+:27]([O-:29])=[O:28]. The catalyst is C(Cl)Cl. The product is [F:18][C:19]1[CH:24]=[CH:23][CH:22]=[CH:21][C:20]=1[CH:25]([C:6]1[C:5]2[C:9](=[CH:10][C:2]([CH3:1])=[C:3]([O:11][C:12]3[CH:13]=[N:14][CH:15]=[N:16][CH:17]=3)[CH:4]=2)[NH:8][CH:7]=1)[CH2:26][N+:27]([O-:29])=[O:28]. The yield is 0.529.